From a dataset of Catalyst prediction with 721,799 reactions and 888 catalyst types from USPTO. Predict which catalyst facilitates the given reaction. (1) Reactant: C(OC([N:8]1[C:16]2[C:11](=[CH:12][CH:13]=[CH:14][CH:15]=2)[CH:10]=[C:9]1[C:17]1[CH:22]=[C:21]([C:23]2[CH:28]=[CH:27][N:26]=[CH:25][CH:24]=2)[N:20]=[N:19][C:18]=1[O:29]C)=O)(C)(C)C.C[Si](C)(C)Cl.Cl.CN(C=O)C.O. Product: [NH:8]1[C:16]2[C:11](=[CH:12][CH:13]=[CH:14][CH:15]=2)[CH:10]=[C:9]1[C:17]1[C:18](=[O:29])[NH:19][N:20]=[C:21]([C:23]2[CH:28]=[CH:27][N:26]=[CH:25][CH:24]=2)[CH:22]=1. The catalyst class is: 880. (2) Reactant: [CH2:1]([N:8]1[C:25]([CH3:26])=[C:11]2[C:12](=[O:24])[NH:13][C:14]3[CH:15]=[C:16]4[CH2:23][CH2:22][CH2:21][CH2:20][C:17]4=[CH:18][C:19]=3[C:10]2=[N:9]1)[C:2]1[CH:7]=[CH:6][CH:5]=[CH:4][CH:3]=1.C(=O)([O-])[O-].[Cs+].[Cs+].[CH2:33]([CH:35]1[O:37][CH2:36]1)Br. Product: [CH2:1]([N:8]1[C:25]([CH3:26])=[C:11]2[C:12](=[O:24])[N:13]([CH2:33][CH:35]3[CH2:36][O:37]3)[C:14]3[CH:15]=[C:16]4[CH2:23][CH2:22][CH2:21][CH2:20][C:17]4=[CH:18][C:19]=3[C:10]2=[N:9]1)[C:2]1[CH:3]=[CH:4][CH:5]=[CH:6][CH:7]=1. The catalyst class is: 3. (3) Reactant: [F:1][C:2]1[C:3]2[N:4]([CH:20]=[N:21][CH:22]=2)[C:5]([NH:11][C:12]2[CH:17]=[CH:16][C:15]([I:18])=[CH:14][C:13]=2[F:19])=[C:6]([C:8]([OH:10])=O)[CH:7]=1.[CH3:23][C:24]1([CH3:32])[O:28][C@@H:27]([CH2:29][O:30][NH2:31])[CH2:26][O:25]1.CCN=C=NCCCN(C)C.C1C=CC2N(O)N=NC=2C=1.CCN(C(C)C)C(C)C. Product: [CH3:23][C:24]1([CH3:32])[O:28][C@@H:27]([CH2:29][O:30][NH:31][C:8]([C:6]2[CH:7]=[C:2]([F:1])[C:3]3[N:4]([CH:20]=[N:21][CH:22]=3)[C:5]=2[NH:11][C:12]2[CH:17]=[CH:16][C:15]([I:18])=[CH:14][C:13]=2[F:19])=[O:10])[CH2:26][O:25]1. The catalyst class is: 3. (4) Reactant: [CH2:1]([N:8]([CH2:29][C:30]1[CH:35]=[CH:34][CH:33]=[CH:32][CH:31]=1)[C:9]1[C:10]([F:28])=[C:11]([C:16]2[C:17]([C:22]3[CH:27]=[CH:26][N:25]=[CH:24][CH:23]=3)=[C:18]([SH:21])[NH:19][N:20]=2)[C:12]([F:15])=[CH:13][CH:14]=1)[C:2]1[CH:7]=[CH:6][CH:5]=[CH:4][CH:3]=1.C(=O)([O-])[O-].[K+].[K+].Br[CH2:43][CH2:44]Br. Product: [CH2:29]([N:8]([CH2:1][C:2]1[CH:3]=[CH:4][CH:5]=[CH:6][CH:7]=1)[C:9]1[CH:14]=[CH:13][C:12]([F:15])=[C:11]([C:16]2[C:17]([C:22]3[CH:27]=[CH:26][N:25]=[CH:24][CH:23]=3)=[C:18]3[S:21][CH2:43][CH2:44][N:19]3[N:20]=2)[C:10]=1[F:28])[C:30]1[CH:35]=[CH:34][CH:33]=[CH:32][CH:31]=1. The catalyst class is: 3. (5) Reactant: C1C2C(COC(=O)[NH:17][C:18]3[CH:23]=[CH:22][C:21]([NH:24][C:25](=[O:34])[C:26]4[CH:31]=[CH:30][C:29]([F:32])=[CH:28][C:27]=4[OH:33])=[C:20]([O:35][CH2:36][C:37]4[CH:42]=[CH:41][CH:40]=[CH:39][CH:38]=4)[CH:19]=3)C3C(=CC=CC=3)C=2C=CC=1.N1CCCCC1. Product: [NH2:17][C:18]1[CH:23]=[CH:22][C:21]([NH:24][C:25](=[O:34])[C:26]2[CH:31]=[CH:30][C:29]([F:32])=[CH:28][C:27]=2[OH:33])=[C:20]([O:35][CH2:36][C:37]2[CH:38]=[CH:39][CH:40]=[CH:41][CH:42]=2)[CH:19]=1. The catalyst class is: 118. (6) Reactant: [C:1](=[O:20])([O:12][CH2:13][C:14]1[CH:19]=[CH:18][N:17]=[CH:16][CH:15]=1)OC1C=CC([N+]([O-])=O)=CC=1.CCN(C(C)C)C(C)C.Cl.[NH2:31][CH2:32][C:33]1([OH:39])[CH2:38][CH2:37][CH2:36][CH2:35][CH2:34]1. Product: [OH:39][C:33]1([CH2:32][NH:31][C:1](=[O:20])[O:12][CH2:13][C:14]2[CH:15]=[CH:16][N:17]=[CH:18][CH:19]=2)[CH2:38][CH2:37][CH2:36][CH2:35][CH2:34]1. The catalyst class is: 241.